From a dataset of Full USPTO retrosynthesis dataset with 1.9M reactions from patents (1976-2016). Predict the reactants needed to synthesize the given product. (1) Given the product [CH2:45]([O:44][C:35]1[CH:34]=[C:33]2[C:38](=[C:37]3[CH2:39][C:40]([CH3:43])([CH3:42])[O:41][C:36]=13)[C:29]([C:27]1[CH:26]=[CH:25][C:20]([C:21]([O:23][CH3:24])=[O:22])=[C:19]([NH:18][C:11]([C:2]3[CH:3]=[CH:4][C:5]4[C:10](=[CH:9][CH:8]=[CH:7][CH:6]=4)[N:1]=3)=[O:13])[CH:28]=1)=[N:30][C:31]([CH3:47])([CH3:48])[CH2:32]2)[CH3:46], predict the reactants needed to synthesize it. The reactants are: [N:1]1[C:10]2[C:5](=[CH:6][CH:7]=[CH:8][CH:9]=2)[CH:4]=[CH:3][C:2]=1[C:11]([OH:13])=O.S(Cl)(Cl)=O.[NH2:18][C:19]1[CH:28]=[C:27]([C:29]2[C:38]3[C:33](=[CH:34][C:35]([O:44][CH2:45][CH3:46])=[C:36]4[O:41][C:40]([CH3:43])([CH3:42])[CH2:39][C:37]4=3)[CH2:32][C:31]([CH3:48])([CH3:47])[N:30]=2)[CH:26]=[CH:25][C:20]=1[C:21]([O:23][CH3:24])=[O:22]. (2) Given the product [N+:1]([C:4]1[CH:17]=[C:16]([N+:18]([O-:20])=[O:19])[CH:15]=[CH:14][C:5]=1[NH:6][C:7]1[CH:12]=[CH:11][C:10]([O:13][CH3:21])=[CH:9][CH:8]=1)([O-:3])=[O:2], predict the reactants needed to synthesize it. The reactants are: [N+:1]([C:4]1[CH:17]=[C:16]([N+:18]([O-:20])=[O:19])[CH:15]=[CH:14][C:5]=1[NH:6][C:7]1[CH:12]=[CH:11][C:10]([OH:13])=[CH:9][CH:8]=1)([O-:3])=[O:2].[C:21](=O)([O-])[O-].[K+].[K+].CI.